Dataset: Forward reaction prediction with 1.9M reactions from USPTO patents (1976-2016). Task: Predict the product of the given reaction. Given the reactants [CH3:1][O:2][C:3](=[O:23])[C:4]1[CH:9]=[CH:8][C:7]([O:10][CH2:11][CH2:12][CH2:13][CH:14]2[CH2:19][CH2:18][N:17]([C:20]#[N:21])[CH2:16][CH2:15]2)=[CH:6][C:5]=1[CH3:22].[F:24][CH:25]([F:30])[C:26]([NH:28][OH:29])=N, predict the reaction product. The product is: [CH3:1][O:2][C:3](=[O:23])[C:4]1[CH:9]=[CH:8][C:7]([O:10][CH2:11][CH2:12][CH2:13][CH:14]2[CH2:15][CH2:16][N:17]([C:20]3[O:29][N:28]=[C:26]([CH:25]([F:30])[F:24])[N:21]=3)[CH2:18][CH2:19]2)=[CH:6][C:5]=1[CH3:22].